From a dataset of Peptide-MHC class I binding affinity with 185,985 pairs from IEDB/IMGT. Regression. Given a peptide amino acid sequence and an MHC pseudo amino acid sequence, predict their binding affinity value. This is MHC class I binding data. (1) The peptide sequence is SLVKKNKKR. The MHC is HLA-A33:01 with pseudo-sequence HLA-A33:01. The binding affinity (normalized) is 0. (2) The peptide sequence is VTTQRQSVY. The binding affinity (normalized) is 0.213. The MHC is HLA-B08:01 with pseudo-sequence HLA-B08:01. (3) The peptide sequence is YIASIFMPR. The MHC is HLA-B27:05 with pseudo-sequence HLA-B27:05. The binding affinity (normalized) is 0.0847. (4) The peptide sequence is HPKLRPILL. The MHC is HLA-A26:01 with pseudo-sequence HLA-A26:01. The binding affinity (normalized) is 0.0847. (5) The peptide sequence is VFKVKLHEI. The MHC is HLA-A26:01 with pseudo-sequence HLA-A26:01. The binding affinity (normalized) is 0.0847. (6) The peptide sequence is VHGMNFTKL. The MHC is HLA-A02:16 with pseudo-sequence HLA-A02:16. The binding affinity (normalized) is 0.0847. (7) The MHC is HLA-B15:01 with pseudo-sequence HLA-B15:01. The peptide sequence is MAFIAFLRF. The binding affinity (normalized) is 0.711. (8) The peptide sequence is MVINGEQGT. The MHC is HLA-B51:01 with pseudo-sequence HLA-B51:01. The binding affinity (normalized) is 0.0847. (9) The peptide sequence is QSNENMETI. The MHC is H-2-Db with pseudo-sequence H-2-Db. The binding affinity (normalized) is 0.820. (10) The peptide sequence is FLAVGGVLL. The MHC is HLA-A69:01 with pseudo-sequence HLA-A69:01. The binding affinity (normalized) is 0.0847.